Dataset: Retrosynthesis with 50K atom-mapped reactions and 10 reaction types from USPTO. Task: Predict the reactants needed to synthesize the given product. (1) Given the product CC(CNC(=O)c1ccc(-c2ccc(Cl)cc2)cc1F)c1ccc(CN2CCCC2)cc1, predict the reactants needed to synthesize it. The reactants are: CC(CNC(=O)c1ccc(Br)cc1F)c1ccc(CN2CCCC2)cc1.OB(O)c1ccc(Cl)cc1. (2) Given the product Nc1ccc(O)c(F)c1, predict the reactants needed to synthesize it. The reactants are: O=[N+]([O-])c1ccc(O)c(F)c1. (3) Given the product CC(=O)OC[C@@H](OC(C)=O)[C@H](OC(C)=O)[C@@H](OC(C)=O)[C@@H](OC(C)=O)C(=O)NC[C@H]1O[C@@](O)(Cc2ccccc2)[C@H](N)[C@@H](OC(C)=O)[C@@H]1OC(C)=O, predict the reactants needed to synthesize it. The reactants are: CC(=O)OC[C@@H](OC(C)=O)[C@H](OC(C)=O)[C@@H](OC(C)=O)[C@@H](OC(C)=O)C(=O)NC[C@H]1O[C@@](O)(Cc2ccccc2)[C@H](NC(=O)OCc2ccccc2)[C@@H](OC(C)=O)[C@@H]1OC(C)=O. (4) Given the product Cc1c[nH]nc1C#Cc1c(-c2ccccc2)noc1C, predict the reactants needed to synthesize it. The reactants are: C#Cc1c(-c2ccccc2)noc1C.Cc1c[nH]nc1I.